From a dataset of NCI-60 drug combinations with 297,098 pairs across 59 cell lines. Regression. Given two drug SMILES strings and cell line genomic features, predict the synergy score measuring deviation from expected non-interaction effect. (1) Drug 1: C#CCC(CC1=CN=C2C(=N1)C(=NC(=N2)N)N)C3=CC=C(C=C3)C(=O)NC(CCC(=O)O)C(=O)O. Drug 2: C1CCC(C(C1)N)N.C(=O)(C(=O)[O-])[O-].[Pt+4]. Cell line: UACC62. Synergy scores: CSS=15.7, Synergy_ZIP=-7.06, Synergy_Bliss=-0.110, Synergy_Loewe=-1.94, Synergy_HSA=-2.02. (2) Drug 1: CC1=C(C(CCC1)(C)C)C=CC(=CC=CC(=CC(=O)O)C)C. Drug 2: CN(CCCl)CCCl.Cl. Cell line: SF-539. Synergy scores: CSS=42.8, Synergy_ZIP=-5.31, Synergy_Bliss=-3.62, Synergy_Loewe=3.56, Synergy_HSA=4.66. (3) Drug 1: CC1C(C(=O)NC(C(=O)N2CCCC2C(=O)N(CC(=O)N(C(C(=O)O1)C(C)C)C)C)C(C)C)NC(=O)C3=C4C(=C(C=C3)C)OC5=C(C(=O)C(=C(C5=N4)C(=O)NC6C(OC(=O)C(N(C(=O)CN(C(=O)C7CCCN7C(=O)C(NC6=O)C(C)C)C)C)C(C)C)C)N)C. Drug 2: C1CNP(=O)(OC1)N(CCCl)CCCl. Cell line: LOX IMVI. Synergy scores: CSS=23.6, Synergy_ZIP=-7.41, Synergy_Bliss=-0.776, Synergy_Loewe=-26.2, Synergy_HSA=-0.779. (4) Drug 1: CCC1(CC2CC(C3=C(CCN(C2)C1)C4=CC=CC=C4N3)(C5=C(C=C6C(=C5)C78CCN9C7C(C=CC9)(C(C(C8N6C)(C(=O)OC)O)OC(=O)C)CC)OC)C(=O)OC)O.OS(=O)(=O)O. Drug 2: C1C(C(OC1N2C=NC3=C2NC=NCC3O)CO)O. Cell line: LOX IMVI. Synergy scores: CSS=0.638, Synergy_ZIP=1.38, Synergy_Bliss=2.98, Synergy_Loewe=0.266, Synergy_HSA=0.00664. (5) Drug 1: CC1=C(C=C(C=C1)C(=O)NC2=CC(=CC(=C2)C(F)(F)F)N3C=C(N=C3)C)NC4=NC=CC(=N4)C5=CN=CC=C5. Drug 2: CCN(CC)CCCC(C)NC1=C2C=C(C=CC2=NC3=C1C=CC(=C3)Cl)OC. Cell line: 786-0. Synergy scores: CSS=36.1, Synergy_ZIP=-2.97, Synergy_Bliss=-0.392, Synergy_Loewe=-6.32, Synergy_HSA=-0.261. (6) Drug 1: CC1=C(C=C(C=C1)NC(=O)C2=CC=C(C=C2)CN3CCN(CC3)C)NC4=NC=CC(=N4)C5=CN=CC=C5. Drug 2: C1=CC=C(C(=C1)C(C2=CC=C(C=C2)Cl)C(Cl)Cl)Cl. Cell line: M14. Synergy scores: CSS=-10.4, Synergy_ZIP=2.82, Synergy_Bliss=-3.39, Synergy_Loewe=-8.14, Synergy_HSA=-8.84. (7) Drug 1: C1CC(=O)NC(=O)C1N2CC3=C(C2=O)C=CC=C3N. Drug 2: CC(C1=C(C=CC(=C1Cl)F)Cl)OC2=C(N=CC(=C2)C3=CN(N=C3)C4CCNCC4)N. Cell line: HT29. Synergy scores: CSS=8.56, Synergy_ZIP=-2.47, Synergy_Bliss=0.0286, Synergy_Loewe=-3.89, Synergy_HSA=-0.373. (8) Drug 1: CC1CCC2CC(C(=CC=CC=CC(CC(C(=O)C(C(C(=CC(C(=O)CC(OC(=O)C3CCCCN3C(=O)C(=O)C1(O2)O)C(C)CC4CCC(C(C4)OC)OCCO)C)C)O)OC)C)C)C)OC. Drug 2: COCCOC1=C(C=C2C(=C1)C(=NC=N2)NC3=CC=CC(=C3)C#C)OCCOC.Cl. Cell line: NCIH23. Synergy scores: CSS=8.13, Synergy_ZIP=-0.907, Synergy_Bliss=4.60, Synergy_Loewe=-6.83, Synergy_HSA=-0.455. (9) Synergy scores: CSS=-2.87, Synergy_ZIP=3.25, Synergy_Bliss=4.80, Synergy_Loewe=-0.878, Synergy_HSA=-0.479. Drug 1: CC(C)(C#N)C1=CC(=CC(=C1)CN2C=NC=N2)C(C)(C)C#N. Cell line: UACC-257. Drug 2: CN(C(=O)NC(C=O)C(C(C(CO)O)O)O)N=O. (10) Drug 2: B(C(CC(C)C)NC(=O)C(CC1=CC=CC=C1)NC(=O)C2=NC=CN=C2)(O)O. Synergy scores: CSS=39.9, Synergy_ZIP=1.09, Synergy_Bliss=-0.528, Synergy_Loewe=-53.4, Synergy_HSA=-2.93. Cell line: HT29. Drug 1: C1CNP(=O)(OC1)N(CCCl)CCCl.